From a dataset of Forward reaction prediction with 1.9M reactions from USPTO patents (1976-2016). Predict the product of the given reaction. (1) The product is: [CH2:8]([O:7][CH:6]([O:10][CH2:11][CH3:12])[N:1]1[CH:5]=[CH:4][N:3]=[CH:2]1)[CH3:9]. Given the reactants [NH:1]1[CH:5]=[CH:4][N:3]=[CH:2]1.[CH:6](OCC)([O:10][CH2:11][CH3:12])[O:7][CH2:8][CH3:9], predict the reaction product. (2) Given the reactants [CH:1]([C:5]1[CH:10]=[CH:9][C:8]([N:11]2[C:20](=[O:21])[C:19]3[C:14](=[CH:15][CH:16]=[CH:17][CH:18]=3)[N:13]=[C:12]2[C:22]2[CH:27]=[CH:26][C:25](/[CH:28]=[CH:29]/[N:30](C)C)=[C:24]([N+]([O-])=O)[CH:23]=2)=[CH:7][CH:6]=1)([CH2:3][CH3:4])[CH3:2], predict the reaction product. The product is: [CH:1]([C:5]1[CH:10]=[CH:9][C:8]([N:11]2[C:20](=[O:21])[C:19]3[C:14](=[CH:15][CH:16]=[CH:17][CH:18]=3)[N:13]=[C:12]2[C:22]2[CH:27]=[C:26]3[C:25]([CH:28]=[CH:29][NH:30]3)=[CH:24][CH:23]=2)=[CH:7][CH:6]=1)([CH2:3][CH3:4])[CH3:2].